Dataset: Reaction yield outcomes from USPTO patents with 853,638 reactions. Task: Predict the reaction yield, written as a fraction of the theoretical maximum amount of product (1.0 means a 100% yield; for example, 0.34 means a 34% yield). (1) The reactants are O.O.Cl[Sn]Cl.[CH2:6]([C:13]1[CH:30]=[C:29]([N+:31]([O-])=O)[CH:28]=[CH:27][C:14]=1[C:15]([NH:17][CH:18]([CH2:23][CH2:24][S:25][CH3:26])[C:19]([O:21][CH3:22])=[O:20])=[O:16])[C:7]1[CH:12]=[CH:11][CH:10]=[CH:9][CH:8]=1.N.[C:35]([O:38][CH2:39][CH3:40])(=[O:37])[CH3:36]. No catalyst specified. The product is [C:35]([O:38][CH2:39][CH3:40])(=[O:37])[CH3:36].[CH3:14][CH2:13][CH2:6][CH:7]([CH3:12])[CH3:8].[NH2:31][C:29]1[CH:28]=[CH:27][C:14]([C:15]([NH:17][C@@H:18]([CH2:23][CH2:24][S:25][CH3:26])[C:19]([O:21][CH3:22])=[O:20])=[O:16])=[C:13]([CH2:6][C:7]2[CH:8]=[CH:9][CH:10]=[CH:11][CH:12]=2)[CH:30]=1. The yield is 0.500. (2) The reactants are [NH2:1][C:2]1[S:3][CH:4]=[CH:5][C:6]=1[C:7]([C:9]1[CH:14]=[CH:13][CH:12]=[CH:11][CH:10]=1)=O.[CH:15]1([C:18](=[O:23])[CH2:19][C:20](=O)[CH3:21])[CH2:17][CH2:16]1. The catalyst is C(O)(=O)C.S(=O)(=O)(O)O. The product is [CH:15]1([C:18]([C:19]2[C:7]([C:9]3[CH:14]=[CH:13][CH:12]=[CH:11][CH:10]=3)=[C:6]3[CH:5]=[CH:4][S:3][C:2]3=[N:1][C:20]=2[CH3:21])=[O:23])[CH2:17][CH2:16]1. The yield is 0.0800. (3) The reactants are C([O:3][C:4]([C:6]1[N:10]([CH2:11][C:12]2[CH:17]=[CH:16][CH:15]=[C:14]([Cl:18])[CH:13]=2)[C:9]2[CH:19]=[C:20]([C:22]3[CH:27]=[CH:26][C:25]([O:28][C:29]([F:32])([F:31])[F:30])=[CH:24][CH:23]=3)[S:21][C:8]=2[C:7]=1[C:33]1[CH:38]=[CH:37][C:36]([O:39][C:40]([F:43])([F:42])[F:41])=[CH:35][CH:34]=1)=[O:5])C.[OH-].[K+].CC#N.Cl. The catalyst is O. The product is [Cl:18][C:14]1[CH:13]=[C:12]([CH:17]=[CH:16][CH:15]=1)[CH2:11][N:10]1[C:6]([C:4]([OH:5])=[O:3])=[C:7]([C:33]2[CH:34]=[CH:35][C:36]([O:39][C:40]([F:41])([F:43])[F:42])=[CH:37][CH:38]=2)[C:8]2[S:21][C:20]([C:22]3[CH:27]=[CH:26][C:25]([O:28][C:29]([F:30])([F:31])[F:32])=[CH:24][CH:23]=3)=[CH:19][C:9]1=2. The yield is 0.610. (4) The reactants are [O:1]=[C:2]1[C@@H:8]2[C@@H:4]([CH2:5][CH2:6][NH:7]2)[N:3]1[S:9]([OH:12])(=[O:11])=[O:10].C(=O)(O)[O-].[Na+].O=C1CCC(=O)N1[O:25][C:26]([NH:28][CH:29]1[CH2:36][CH2:35][CH2:34][CH2:33][N:32]([C:37]([O:39][CH2:40][C:41]2[CH:46]=[CH:45][CH:44]=[CH:43][CH:42]=2)=[O:38])[CH2:31][CH2:30]1)=O. The catalyst is O.C(#N)C. The product is [CH2:40]([O:39][C:37]([N:32]1[CH2:33][CH2:34][CH2:35][CH2:36][CH:29]([NH:28][C:26]([N:7]2[CH2:6][CH2:5][C@@H:4]3[C@H:8]2[C:2](=[O:1])[N:3]3[S:9]([OH:12])(=[O:11])=[O:10])=[O:25])[CH2:30][CH2:31]1)=[O:38])[C:41]1[CH:46]=[CH:45][CH:44]=[CH:43][CH:42]=1. The yield is 0.110. (5) The reactants are [C:1]([C:5]1[CH:10]=[CH:9][C:8]([C:11]2[N:15]([CH3:16])[N:14]=[C:13]([C:17]([C:32]3[CH:37]=[CH:36][CH:35]=[CH:34][CH:33]=3)=[N:18][NH:19][C:20]([C:22]3[CH:31]=[CH:30][C:25]([C:26]([O:28]C)=[O:27])=[CH:24][CH:23]=3)=[O:21])[C:12]=2[OH:38])=[CH:7][CH:6]=1)([CH3:4])([CH3:3])[CH3:2].CO.[OH-].[Na+].Cl. The catalyst is O. The product is [C:1]([C:5]1[CH:6]=[CH:7][C:8]([C:11]2[N:15]([CH3:16])[N:14]=[C:13]([C:17]([C:32]3[CH:33]=[CH:34][CH:35]=[CH:36][CH:37]=3)=[N:18][NH:19][C:20]([C:22]3[CH:23]=[CH:24][C:25]([C:26]([OH:28])=[O:27])=[CH:30][CH:31]=3)=[O:21])[C:12]=2[OH:38])=[CH:9][CH:10]=1)([CH3:4])([CH3:2])[CH3:3]. The yield is 0.950. (6) The reactants are [H-].[Na+].[CH2:3]([CH:10]1[C:19]2[C:14](=[CH:15][CH:16]=[C:17]([OH:20])[CH:18]=2)[O:13][CH2:12][CH:11]1[NH:21][C:22](=[O:26])[O:23][CH2:24][CH3:25])[C:4]1[CH:9]=[CH:8][CH:7]=[CH:6][CH:5]=1.Br[CH2:28][CH2:29][NH:30][C:31](=[O:37])[O:32][C:33]([CH3:36])([CH3:35])[CH3:34].C(=O)([O-])O.[Na+]. The catalyst is CC(N(C)C)=O. The product is [CH2:24]([O:23][C:22](=[O:26])[NH:21][CH:11]1[CH:10]([CH2:3][C:4]2[CH:5]=[CH:6][CH:7]=[CH:8][CH:9]=2)[C:19]2[C:14](=[CH:15][CH:16]=[C:17]([O:20][CH2:28][CH2:29][NH:30][C:31]([O:32][C:33]([CH3:36])([CH3:35])[CH3:34])=[O:37])[CH:18]=2)[O:13][CH2:12]1)[CH3:25]. The yield is 0.840.